The task is: Binary Classification. Given a drug SMILES string, predict its activity (active/inactive) in a high-throughput screening assay against a specified biological target.. This data is from Cav3 T-type calcium channel HTS with 100,875 compounds. (1) The molecule is S(=O)(=O)(N1CCN(C(=O)CC1)CCOCc1ccccc1)c1ccc(cc1)C. The result is 0 (inactive). (2) The drug is Brc1c(C2=Nn3c(nnc3SC2)c2cc(ccc2)C)cccc1. The result is 0 (inactive). (3) The compound is Fc1c(Nc2nc(NCc3occc3)nc(OCC)n2)cccc1. The result is 0 (inactive). (4) The molecule is Brc1ccc(C2N(O)C3(CCCCC3=N2)C)cc1. The result is 0 (inactive). (5) The compound is O1c2c(OCC1)ccc(NC(=O)c1c(c([nH]c1C)C(OCC)=O)C)c2. The result is 0 (inactive). (6) The compound is Clc1c(C(=O)c2cn(c(c2)C(=O)N\N=C(/N)COc2cc(ccc2)C(F)(F)F)C)ccc(Cl)c1. The result is 1 (active). (7) The drug is s1c(NC(=O)CCC(=O)N(CC(=O)NCC2OCCC2)c2c(OC)cccc2)ncc1. The result is 0 (inactive).